Dataset: Reaction yield outcomes from USPTO patents with 853,638 reactions. Task: Predict the reaction yield, written as a fraction of the theoretical maximum amount of product (1.0 means a 100% yield; for example, 0.34 means a 34% yield). (1) The reactants are [Cl:1][C:2]1[CH:7]=[CH:6][CH:5]=[C:4]([Cl:8])[C:3]=1[C:9]1[C:13]([CH2:14][O:15][C:16]2[CH:21]=[CH:20][C:19]([C:22]3[CH:31]=[C:30]4[C:25]([C:26]([C:36]([O:38]C)=[O:37])=[CH:27][C:28]([C:32]([O:34]C)=[O:33])=[N:29]4)=[CH:24][CH:23]=3)=[CH:18][CH:17]=2)=[C:12]([CH:40]([CH3:42])[CH3:41])[O:11][N:10]=1.CCO.O.[OH-].[Na+]. The catalyst is C1COCC1. The product is [Cl:8][C:4]1[CH:5]=[CH:6][CH:7]=[C:2]([Cl:1])[C:3]=1[C:9]1[C:13]([CH2:14][O:15][C:16]2[CH:21]=[CH:20][C:19]([C:22]3[CH:31]=[C:30]4[C:25]([C:26]([C:36]([OH:38])=[O:37])=[CH:27][C:28]([C:32]([OH:34])=[O:33])=[N:29]4)=[CH:24][CH:23]=3)=[CH:18][CH:17]=2)=[C:12]([CH:40]([CH3:42])[CH3:41])[O:11][N:10]=1. The yield is 0.630. (2) The reactants are [Cl:1][C:2]1[CH:7]=[CH:6][C:5]([CH:8]([NH:14]C(=O)OC(C)(C)C)[CH2:9][S:10](=[O:13])(=[O:12])[NH2:11])=[CH:4][CH:3]=1.FC(F)(F)C(O)=O. No catalyst specified. The product is [NH2:14][CH:8]([C:5]1[CH:6]=[CH:7][C:2]([Cl:1])=[CH:3][CH:4]=1)[CH2:9][S:10]([NH2:11])(=[O:12])=[O:13]. The yield is 0.970. (3) The reactants are [Cl:1][C:2]1[CH:7]=[C:6]([N:8]2[C:13](=[O:14])[NH:12][C:11](=[O:15])[CH:10]=[N:9]2)[CH:5]=[CH:4][C:3]=1[C:16]([C:21]1[CH:26]=[CH:25][C:24]([Cl:27])=[CH:23][CH:22]=1)([CH3:20])[C:17](Cl)=[O:18].[CH3:28][NH2:29].O.Cl. The catalyst is C(Cl)Cl. The product is [Cl:1][C:2]1[CH:7]=[C:6]([N:8]2[C:13](=[O:14])[NH:12][C:11](=[O:15])[CH:10]=[N:9]2)[CH:5]=[CH:4][C:3]=1[C:16]([C:21]1[CH:26]=[CH:25][C:24]([Cl:27])=[CH:23][CH:22]=1)([CH3:20])[C:17]([NH:29][CH3:28])=[O:18]. The yield is 0.430.